From a dataset of Reaction yield outcomes from USPTO patents with 853,638 reactions. Predict the reaction yield, written as a fraction of the theoretical maximum amount of product (1.0 means a 100% yield; for example, 0.34 means a 34% yield). The reactants are [C:1]([O:5][C:6]([N:8]([C:45]([O:47][C:48]([CH3:51])([CH3:50])[CH3:49])=[O:46])[C:9]1[C:18]2[C:13](=[CH:14][C:15]([NH:19][CH:20]([C:34]3[CH:39]=[CH:38][C:37]([CH2:40][CH:41]([OH:44])[CH2:42][CH3:43])=[CH:36][CH:35]=3)[C:21]([NH:23][CH2:24][C:25]3[CH:30]=[CH:29][CH:28]=[C:27]([N+:31]([O-])=O)[CH:26]=3)=[O:22])=[CH:16][CH:17]=2)[CH:12]=[CH:11][N:10]=1)=[O:7])([CH3:4])([CH3:3])[CH3:2]. The catalyst is [Pd]. The product is [NH2:31][C:27]1[CH:26]=[C:25]([CH:30]=[CH:29][CH:28]=1)[CH2:24][NH:23][C:21](=[O:22])[CH:20]([NH:19][C:15]1[CH:14]=[C:13]2[C:18](=[CH:17][CH:16]=1)[C:9]([N:8]([C:45]([O:47][C:48]([CH3:51])([CH3:50])[CH3:49])=[O:46])[C:6]([O:5][C:1]([CH3:2])([CH3:3])[CH3:4])=[O:7])=[N:10][CH:11]=[CH:12]2)[C:34]1[CH:35]=[CH:36][C:37]([CH2:40][CH:41]([OH:44])[CH2:42][CH3:43])=[CH:38][CH:39]=1. The yield is 1.00.